Predict the reactants needed to synthesize the given product. From a dataset of Full USPTO retrosynthesis dataset with 1.9M reactions from patents (1976-2016). (1) Given the product [O:16]=[C:12]1[CH2:13][CH2:14][CH2:15][N:11]1[CH2:10][CH2:9][CH2:8][NH:7][C:5]([C:4]1[CH:17]=[C:18]([C:33]([F:36])([F:35])[F:34])[C:19]([N:20]2[CH2:25][CH2:24][N:23]([C:26]3[CH:31]=[CH:30][CH:29]=[CH:28][C:27]=3[CH3:32])[CH2:22][CH2:21]2)=[C:2]([NH:1][C:78]([C:76]2[N:77]=[C:73]([CH:70]3[CH2:72][CH2:71]3)[O:74][CH:75]=2)=[O:79])[CH:3]=1)=[O:6], predict the reactants needed to synthesize it. The reactants are: [NH2:1][C:2]1[CH:3]=[C:4]([CH:17]=[C:18]([C:33]([F:36])([F:35])[F:34])[C:19]=1[N:20]1[CH2:25][CH2:24][N:23]([C:26]2[CH:31]=[CH:30][CH:29]=[CH:28][C:27]=2[CH3:32])[CH2:22][CH2:21]1)[C:5]([NH:7][CH2:8][CH2:9][CH2:10][N:11]1[CH2:15][CH2:14][CH2:13][C:12]1=[O:16])=[O:6].CN(C(ON1N=NC2C=CC=NC1=2)=[N+](C)C)C.F[P-](F)(F)(F)(F)F.C(N(CC)C(C)C)(C)C.[CH:70]1([C:73]2[O:74][CH:75]=[C:76]([C:78](O)=[O:79])[N:77]=2)[CH2:72][CH2:71]1.[Cl-].[Li+]. (2) Given the product [CH3:1][O:2][C:3]([CH:5]1[CH2:10][CH2:9][CH2:8][CH2:7][CH:6]1[CH2:32][N+:29]([O-:31])=[O:30])=[O:4], predict the reactants needed to synthesize it. The reactants are: [CH3:1][O:2][C:3]([C:5]1[CH2:10][CH2:9][CH2:8][CH2:7][CH:6]=1)=[O:4].[F-].C([N+](CCCC)(CCCC)CCCC)CCC.[N+:29]([CH3:32])([O-:31])=[O:30]. (3) Given the product [OH:8][CH2:7][CH2:6][C:5]1[CH:9]=[CH:10][C:2]([O:1][C:29]([N:26]2[CH2:25][CH2:24][CH:23]([O:22][C:21]3[CH:37]=[CH:38][C:18]([CH2:17][C:15]([O:14][CH2:11][CH:12]=[CH2:13])=[O:16])=[CH:19][CH:20]=3)[CH2:28][CH2:27]2)=[O:30])=[CH:3][CH:4]=1, predict the reactants needed to synthesize it. The reactants are: [OH:1][C:2]1[CH:10]=[CH:9][C:5]([CH2:6][CH2:7][OH:8])=[CH:4][CH:3]=1.[CH2:11]([O:14][C:15]([CH2:17][C:18]1[CH:38]=[CH:37][C:21]([O:22][CH:23]2[CH2:28][CH2:27][N:26]([C:29](N3C=C[N+](C)=C3)=[O:30])[CH2:25][CH2:24]2)=[CH:20][CH:19]=1)=[O:16])[CH:12]=[CH2:13].[I-]. (4) Given the product [OH:8][N:9]1[C:14]2[N:15]=[CH:16][N:17]=[C:18]([CH3:19])[C:13]=2[C:12]([NH:20][CH2:21][C:22]2[CH:27]=[CH:26][CH:25]=[C:24]([O:28][C:29]([F:32])([F:31])[F:30])[CH:23]=2)=[CH:11][C:10]1=[O:33], predict the reactants needed to synthesize it. The reactants are: C([O:8][N:9]1[C:14]2[N:15]=[CH:16][N:17]=[C:18]([CH3:19])[C:13]=2[C:12]([NH:20][CH2:21][C:22]2[CH:27]=[CH:26][CH:25]=[C:24]([O:28][C:29]([F:32])([F:31])[F:30])[CH:23]=2)=[CH:11][C:10]1=[O:33])C1C=CC=CC=1.CO.[H][H]. (5) The reactants are: C(O[C:4]1[CH:5]=[C:6]2[C:11](=[CH:12][C:13]=1[S:14](Cl)(=[O:16])=[O:15])[CH2:10][N:9]([C:18](=O)[C:19](F)(F)F)[CH2:8][CH2:7]2)C.[F-:24].[K+].C(=O)(O)[O-].[Na+]. Given the product [F:24][C:4]1[CH:5]=[CH:6][C:11]([S:14]([C:13]2[C:4]([N:9]([CH3:10])[CH3:8])=[CH:5][C:6]3[CH2:7][CH2:8][N:9]([CH3:10])[CH2:18][CH2:19][C:11]=3[CH:12]=2)(=[O:15])=[O:16])=[CH:12][CH:13]=1, predict the reactants needed to synthesize it.